From a dataset of Full USPTO retrosynthesis dataset with 1.9M reactions from patents (1976-2016). Predict the reactants needed to synthesize the given product. (1) Given the product [F:1][CH:2]([F:27])[O:3][CH:4]=[C:5]([C:20]1[CH:25]=[CH:24][C:23]([CH3:26])=[CH:22][CH:21]=1)[C:6]([NH:8][CH2:9][CH2:10][C:11]1[CH:16]=[CH:15][C:14]([O:17][CH2:36][C:35]#[CH:34])=[C:13]([O:18][CH3:19])[CH:12]=1)=[O:7], predict the reactants needed to synthesize it. The reactants are: [F:1][CH:2]([F:27])[O:3][CH:4]=[C:5]([C:20]1[CH:25]=[CH:24][C:23]([CH3:26])=[CH:22][CH:21]=1)[C:6]([NH:8][CH2:9][CH2:10][C:11]1[CH:16]=[CH:15][C:14]([OH:17])=[C:13]([O:18][CH3:19])[CH:12]=1)=[O:7].CN(C)C=O.Cl[CH2:34][C:35]#[CH:36].[H-].[Na+]. (2) Given the product [CH3:22][N:11]([CH2:10][C:2]1[N:3]([CH2:24][CH:25]2[CH2:30][CH2:29][N:28]([C:31]([O:33][C:34]([CH3:35])([CH3:37])[CH3:36])=[O:32])[CH2:27][CH2:26]2)[C:4]2[CH:9]=[CH:8][CH:7]=[CH:6][C:5]=2[N:1]=1)[CH:12]1[C:21]2[N:20]=[CH:19][CH:18]=[CH:17][C:16]=2[CH2:15][CH2:14][CH2:13]1, predict the reactants needed to synthesize it. The reactants are: [NH:1]1[C:5]2[CH:6]=[CH:7][CH:8]=[CH:9][C:4]=2[N:3]=[C:2]1[CH2:10][N:11]([CH3:22])[CH:12]1[C:21]2[N:20]=[CH:19][CH:18]=[CH:17][C:16]=2[CH2:15][CH2:14][CH2:13]1.Cl[CH2:24][CH:25]1[CH2:30][CH2:29][N:28]([C:31]([O:33][C:34]([CH3:37])([CH3:36])[CH3:35])=[O:32])[CH2:27][CH2:26]1.CN(CC1N(CCN2CCCCC2)C2C=CC=CC=2N=1)C1C2N=CC=CC=2CCC1. (3) Given the product [NH2:21][C@H:16]([CH2:17][CH:18]([CH3:20])[CH3:19])[C:15]([NH:14][C:5]1[CH:6]=[CH:7][C:8]([C:9]2[O:13][CH:12]=[N:11][CH:10]=2)=[C:3]([N:2]([CH3:30])[CH3:1])[CH:4]=1)=[O:29], predict the reactants needed to synthesize it. The reactants are: [CH3:1][N:2]([CH3:30])[C:3]1[CH:4]=[C:5]([NH:14][C:15](=[O:29])[C@H:16]([NH:21]C(=O)OC(C)(C)C)[CH2:17][CH:18]([CH3:20])[CH3:19])[CH:6]=[CH:7][C:8]=1[C:9]1[O:13][CH:12]=[N:11][CH:10]=1.C(O)(C(F)(F)F)=O. (4) Given the product [Cl:1][C:2]1[C:3]([O:29][C:30]2[CH:35]=[CH:34][C:33]([C:36]3[CH:37]=[CH:38][CH:39]=[CH:40][CH:41]=3)=[CH:32][C:31]=2[C:42]2[CH:47]=[CH:46][N:45]=[N:44][CH:43]=2)=[CH:4][C:5]([F:28])=[C:6]([S:8]([NH:11][C:12]2[S:13][CH:14]=[N:15][N:16]=2)(=[O:9])=[O:10])[CH:7]=1, predict the reactants needed to synthesize it. The reactants are: [Cl:1][C:2]1[C:3]([O:29][C:30]2[CH:35]=[CH:34][C:33]([C:36]3[CH:41]=[CH:40][CH:39]=[CH:38][CH:37]=3)=[CH:32][C:31]=2[C:42]2[CH:47]=[CH:46][N:45]=[N:44][CH:43]=2)=[CH:4][C:5]([F:28])=[C:6]([S:8]([N:11](CC2C=CC(OC)=CC=2OC)[C:12]2[S:13][CH:14]=[N:15][N:16]=2)(=[O:10])=[O:9])[CH:7]=1. (5) Given the product [C:8]1([S:7][C:6]2[N:2]([O:1][C:16](=[O:17])[N:15]([CH3:14])[C:19]3[CH:24]=[CH:23][CH:22]=[CH:21][CH:20]=3)[N:3]=[CH:4][CH:5]=2)[CH:13]=[CH:12][CH:11]=[CH:10][CH:9]=1, predict the reactants needed to synthesize it. The reactants are: [OH:1][N:2]1[C:6]([S:7][C:8]2[CH:13]=[CH:12][CH:11]=[CH:10][CH:9]=2)=[CH:5][CH:4]=[N:3]1.[CH3:14][N:15]([C:19]1[CH:24]=[CH:23][CH:22]=[CH:21][CH:20]=1)[C:16](Cl)=[O:17].